From a dataset of hERG Central: cardiac toxicity at 1µM, 10µM, and general inhibition. Predict hERG channel inhibition at various concentrations. (1) The compound is OCC1(CCc2ccccc2)CCN(Cc2ccc3nsnc3c2)CC1. Results: hERG_inhib (hERG inhibition (general)): blocker. (2) The molecule is O=C(Nc1nc(-c2ccc(F)cc2)cs1)C1CCN(C(=O)c2ccc(F)cc2)CC1. Results: hERG_inhib (hERG inhibition (general)): blocker. (3) The compound is O=C(c1ccco1)N1CCN(C(c2coc3ccc(Cl)cc3c2=O)c2nnnn2C2CCCC2)CC1. Results: hERG_inhib (hERG inhibition (general)): blocker. (4) The molecule is COc1ccc(C2=Nn3c(nnc3-c3ccco3)SC2)cc1. Results: hERG_inhib (hERG inhibition (general)): blocker. (5) Results: hERG_inhib (hERG inhibition (general)): blocker. The drug is COc1cc(C(=O)N(C)CC2CCN(CCc3cccc(C(F)(F)F)c3)CC2)ccc1C. (6) Results: hERG_inhib (hERG inhibition (general)): blocker. The drug is O=C(CSc1nnc(-c2ccco2)n1-c1ccccc1)NCCc1ccccc1. (7) The drug is O=C1CC(c2ccccc2)CC2=C1C=Nc1ccccc1N2. Results: hERG_inhib (hERG inhibition (general)): blocker.